From a dataset of Reaction yield outcomes from USPTO patents with 853,638 reactions. Predict the reaction yield, written as a fraction of the theoretical maximum amount of product (1.0 means a 100% yield; for example, 0.34 means a 34% yield). (1) The reactants are [F:1][C:2]1[CH:7]=[CH:6][C:5]([C:8]2[CH:13]=[CH:12][C:11]([CH:14]([C:16]3[CH:21]=[CH:20][CH:19]=[CH:18][CH:17]=3)O)=[CH:10][CH:9]=2)=[CH:4][CH:3]=1.[CH:22]([OH:24])=[O:23]. The catalyst is S(=O)(=O)(O)O. The product is [F:1][C:2]1[CH:7]=[CH:6][C:5]([C:8]2[CH:13]=[CH:12][C:11]([CH:14]([C:16]3[CH:21]=[CH:20][CH:19]=[CH:18][CH:17]=3)[C:22]([OH:24])=[O:23])=[CH:10][CH:9]=2)=[CH:4][CH:3]=1. The yield is 0.0600. (2) The reactants are [C:1]([C:5]1[N:6]=[C:7]([C:10]2[CH:18]=[CH:17][C:13]([C:14]([OH:16])=[O:15])=[CH:12][C:11]=2[CH3:19])[S:8][CH:9]=1)([CH3:4])([CH3:3])[CH3:2].[Br:20]Br.S(=O)(O)[O-].[Na+]. The catalyst is C(O)(=O)C. The product is [Br:20][C:9]1[S:8][C:7]([C:10]2[CH:18]=[CH:17][C:13]([C:14]([OH:16])=[O:15])=[CH:12][C:11]=2[CH3:19])=[N:6][C:5]=1[C:1]([CH3:4])([CH3:3])[CH3:2]. The yield is 0.940. (3) The reactants are [CH2:1]([NH2:4])[CH2:2][NH2:3].CS(O)(=O)=O.[CH:10]1[CH:15]=[CH:14][C:13]([CH2:16][O:17][C:18](Cl)=[O:19])=[CH:12][CH:11]=1.C(O[K])(C)=O. The catalyst is O.C(O)C.C(COC)OC. The product is [NH2:3][CH2:2][CH2:1][NH:4][C:18](=[O:19])[O:17][CH2:16][C:13]1[CH:14]=[CH:15][CH:10]=[CH:11][CH:12]=1. The yield is 0.510. (4) The reactants are [Br:1][C:2]1[CH:7]=[CH:6][C:5](/[CH:8]=[CH:9]/[C:10]2[NH:11][CH:12]=[C:13]([C:15]3[CH:20]=[CH:19][C:18]([Cl:21])=[CH:17][C:16]=3[Cl:22])[N:14]=2)=[CH:4][CH:3]=1.C[CH:24](Br)[C:25]1[CH:30]=[CH:29][C:28]([N+:31]([O-:33])=[O:32])=[CH:27][CH:26]=1. No catalyst specified. The product is [Br:1][C:2]1[CH:7]=[CH:6][C:5](/[CH:8]=[CH:9]/[C:10]2[N:11]([CH2:24][C:25]3[CH:30]=[CH:29][C:28]([N+:31]([O-:33])=[O:32])=[CH:27][CH:26]=3)[CH:12]=[C:13]([C:15]3[CH:20]=[CH:19][C:18]([Cl:21])=[CH:17][C:16]=3[Cl:22])[N:14]=2)=[CH:4][CH:3]=1. The yield is 0.770. (5) The reactants are [Cl:1][C:2]1[N:3]=[C:4](Cl)[C:5]2[CH2:10][CH2:9][CH:8]([C:11]3[CH:16]=[CH:15][C:14]([F:17])=[CH:13][CH:12]=3)[C:6]=2[N:7]=1.[CH3:19][C@H:20]1[O:25][C@@H:24]([CH3:26])[CH2:23][NH:22][CH2:21]1. The catalyst is CO. The product is [Cl:1][C:2]1[N:3]=[C:4]([N:22]2[CH2:21][C@@H:20]([CH3:19])[O:25][C@@H:24]([CH3:26])[CH2:23]2)[C:5]2[CH2:10][CH2:9][CH:8]([C:11]3[CH:16]=[CH:15][C:14]([F:17])=[CH:13][CH:12]=3)[C:6]=2[N:7]=1. The yield is 0.870. (6) The reactants are [Cl:1][C:2]1[CH:7]=[CH:6][C:5]([CH2:8][CH2:9][NH:10][C:11](=[O:13])[CH3:12])=[CH:4][C:3]=1[CH:14]=O.CCN(CC)CC.[CH:23]1([NH2:26])[CH2:25][CH2:24]1.[BH4-].[Na+].C([O-])(O)=O.[Na+]. The catalyst is CO. The product is [Cl:1][C:2]1[CH:7]=[CH:6][C:5]([CH2:8][CH2:9][NH:10][C:11](=[O:13])[CH3:12])=[CH:4][C:3]=1[CH2:14][NH:26][CH:23]1[CH2:25][CH2:24]1. The yield is 0.590. (7) The reactants are [Si]([O:8][C@H:9]([CH3:35])[C@@H:10]([NH:24][C:25]1[CH:32]=[CH:31][C:28]([C:29]#[N:30])=[C:27]([Cl:33])[C:26]=1[CH3:34])[C:11]1[O:12][C:13]([C:16]2[CH:21]=[CH:20][C:19]([OH:22])=[C:18]([Cl:23])[CH:17]=2)=[N:14][N:15]=1)(C(C)(C)C)(C)C.CCCC[N+](CCCC)(CCCC)CCCC.[F-]. The catalyst is C1COCC1. The product is [Cl:33][C:27]1[C:26]([CH3:34])=[C:25]([NH:24][C@@H:10]([C:11]2[O:12][C:13]([C:16]3[CH:21]=[CH:20][C:19]([OH:22])=[C:18]([Cl:23])[CH:17]=3)=[N:14][N:15]=2)[C@H:9]([OH:8])[CH3:35])[CH:32]=[CH:31][C:28]=1[C:29]#[N:30]. The yield is 0.630. (8) The reactants are [OH:1][C:2]1[CH:3]=[C:4]([CH:8]=[CH:9][C:10]=1[OH:11])[C:5]([OH:7])=[O:6].C([O-])([O-])=O.[K+].[K+].[CH2:18](Br)[CH2:19][CH3:20]. The catalyst is CN(C=O)C.CCOC(C)=O. The product is [CH2:18]([O:1][C:2]1[CH:3]=[C:4]([CH:8]=[CH:9][C:10]=1[O:11][CH2:5][CH2:4][CH3:8])[C:5]([O:7][CH2:10][CH2:2][CH3:3])=[O:6])[CH2:19][CH3:20]. The yield is 0.800.